From a dataset of Reaction yield outcomes from USPTO patents with 853,638 reactions. Predict the reaction yield, written as a fraction of the theoretical maximum amount of product (1.0 means a 100% yield; for example, 0.34 means a 34% yield). (1) The reactants are [N:1]1[C:2]([CH2:10][CH2:11][NH2:12])=[CH:3][N:4]2[CH:9]=[CH:8][CH:7]=[CH:6][C:5]=12.[CH3:13][N:14]1[CH:19]=[C:18]([CH2:20]Cl)[C:17]([C:22](OC)=[O:23])=[C:16]([Cl:26])[C:15]1=[O:27]. The catalyst is CC#N. The product is [Cl:26][C:16]1[C:15](=[O:27])[N:14]([CH3:13])[CH:19]=[C:18]2[CH2:20][N:12]([CH2:11][CH2:10][C:2]3[N:1]=[C:5]4[CH:6]=[CH:7][CH:8]=[CH:9][N:4]4[CH:3]=3)[C:22](=[O:23])[C:17]=12. The yield is 0.481. (2) The reactants are C([O:8][C:9]1[C:14](=[O:15])[N:13]=[C:12]([CH2:16][C:17]2([C:22]3[CH:27]=[CH:26][CH:25]=[CH:24][N:23]=3)[CH2:21][CH2:20][CH2:19][CH2:18]2)[N:11]2[CH2:28][CH2:29][N:30]([CH3:33])[C:31](=[O:32])[C:10]=12)C1C=CC=CC=1.[H][H].CO. The catalyst is C(O)C.ClCCl.[Pd]. The product is [OH:8][C:9]1[C:14](=[O:15])[N:13]=[C:12]([CH2:16][C:17]2([C:22]3[CH:27]=[CH:26][CH:25]=[CH:24][N:23]=3)[CH2:18][CH2:19][CH2:20][CH2:21]2)[N:11]2[CH2:28][CH2:29][N:30]([CH3:33])[C:31](=[O:32])[C:10]=12. The yield is 0.650. (3) The reactants are [Si]([C:5]1[S:6][CH:7]=[CH:8][N:9]=1)(C)(C)C.[C:10](Cl)(Cl)=[O:11].C1(C)C=CC=CC=1.[C:21]([NH:28][C:29]1[CH:34]=[CH:33][C:32]([OH:35])=[CH:31][CH:30]=1)([O:23][C:24]([CH3:27])([CH3:26])[CH3:25])=[O:22].N1C=CC=CC=1. The catalyst is C(Cl)Cl. The product is [C:24]([O:23][C:21]([NH:28][C:29]1[CH:30]=[CH:31][C:32]([O:35][C:10]([C:5]2[S:6][CH:7]=[CH:8][N:9]=2)=[O:11])=[CH:33][CH:34]=1)=[O:22])([CH3:27])([CH3:25])[CH3:26]. The yield is 0.120. (4) The reactants are [CH:1]1([NH:6][C:7]2[CH:8]=[C:9]([F:23])[CH:10]=[C:11]3[C:15]=2[NH:14][C:13]([C:16]2[S:17][CH2:18][C@@H:19]([CH2:21][OH:22])[N:20]=2)=[CH:12]3)[CH2:5][CH2:4][CH2:3][CH2:2]1.[CH2:24]([O:26][C:27](=[O:30])[CH2:28]Br)[CH3:25].[H-].[Na+].Cl. The catalyst is O1CCCC1. The product is [CH2:24]([O:26][C:27](=[O:30])[CH2:28][O:22][CH2:21][C@@H:19]1[CH2:18][S:17][C:16]([C:13]2[NH:14][C:15]3[C:11]([CH:12]=2)=[CH:10][C:9]([F:23])=[CH:8][C:7]=3[NH:6][CH:1]2[CH2:2][CH2:3][CH2:4][CH2:5]2)=[N:20]1)[CH3:25]. The yield is 0.240.